Dataset: Forward reaction prediction with 1.9M reactions from USPTO patents (1976-2016). Task: Predict the product of the given reaction. (1) Given the reactants Cl.C[O:3][C:4](=[O:39])[C:5]1[CH:10]=[CH:9][C:8]([CH2:11][O:12][C:13]2[CH:18]=[CH:17][C:16]([CH2:19][C@H:20]([NH2:38])[C:21]3[N:22]([CH2:34][CH2:35][CH2:36][CH3:37])[CH:23]=[C:24]([C:26]4[CH:31]=[CH:30][C:29]([Cl:32])=[CH:28][C:27]=4[Cl:33])[N:25]=3)=[CH:15][CH:14]=2)=[CH:7][CH:6]=1.[CH3:40][O:41][CH:42]1[CH2:47][CH2:46][CH:45]([C:48](O)=[O:49])[CH2:44][CH2:43]1, predict the reaction product. The product is: [CH2:34]([N:22]1[CH:23]=[C:24]([C:26]2[CH:31]=[CH:30][C:29]([Cl:32])=[CH:28][C:27]=2[Cl:33])[N:25]=[C:21]1[C@@H:20]([NH:38][C:48]([CH:45]1[CH2:46][CH2:47][CH:42]([O:41][CH3:40])[CH2:43][CH2:44]1)=[O:49])[CH2:19][C:16]1[CH:15]=[CH:14][C:13]([O:12][CH2:11][C:8]2[CH:9]=[CH:10][C:5]([C:4]([OH:3])=[O:39])=[CH:6][CH:7]=2)=[CH:18][CH:17]=1)[CH2:35][CH2:36][CH3:37]. (2) The product is: [OH:14][CH:13]([C:12]1[CH:15]=[CH:16][CH:17]=[CH:18][C:11]=1[C:10]([F:9])([F:19])[F:20])[CH:7]1[O:6][C:5](=[O:8])[CH:4]=[C:3]1[O:2][CH3:1]. Given the reactants [CH3:1][O:2][C:3]1[CH2:7][O:6][C:5](=[O:8])[CH:4]=1.[F:9][C:10]([F:20])([F:19])[C:11]1[CH:18]=[CH:17][CH:16]=[CH:15][C:12]=1[CH:13]=[O:14].O.[OH-].[Li+].O, predict the reaction product. (3) Given the reactants [NH2:1][CH2:2][C:3]1[CH:8]=[C:7]([F:9])[CH:6]=[CH:5][C:4]=1[S:10]([NH:13][C:14]1[C:23]([C:24]([O:26][CH3:27])=[O:25])=[C:22]2[C:17]([CH:18]3[CH2:28][CH:19]3[CH2:20][O:21]2)=[CH:16][CH:15]=1)(=[O:12])=[O:11].CN(C(ON1N=NC2C=CC=NC1=2)=[N+](C)C)C.F[P-](F)(F)(F)(F)F.[CH2:53]([N:55]1[CH2:59][CH2:58][CH2:57][C@H:56]1[C:60](O)=[O:61])[CH3:54].C(N(C(C)C)CC)(C)C, predict the reaction product. The product is: [CH2:53]([N:55]1[CH2:59][CH2:58][CH2:57][C@H:56]1[C:60]([CH:2]([NH2:1])[C:3]1[CH:8]=[C:7]([F:9])[CH:6]=[CH:5][C:4]=1[S:10]([NH:13][C:14]1[C:23]([C:24]([O:26][CH3:27])=[O:25])=[C:22]2[C:17]([CH:18]3[CH2:28][CH:19]3[CH2:20][O:21]2)=[CH:16][CH:15]=1)(=[O:11])=[O:12])=[O:61])[CH3:54]. (4) Given the reactants [Cl:1][C:2]1[CH:18]=[CH:17][C:5]2[N:6]([CH2:9][CH2:10][CH2:11]OS(C)(=O)=O)[CH:7]=[N:8][C:4]=2[CH:3]=1.C([O-])([O-])=O.[K+].[K+].[Cl:25][C:26]1[CH:41]=[CH:40][C:29]([CH2:30][C:31]2([OH:39])[CH2:36][CH2:35][NH:34][CH2:33][C:32]2([CH3:38])[CH3:37])=[CH:28][CH:27]=1, predict the reaction product. The product is: [Cl:1][C:2]1[CH:18]=[CH:17][C:5]2[N:6]([CH2:9][CH2:10][CH2:11][N:34]3[CH2:35][CH2:36][C:31]([CH2:30][C:29]4[CH:28]=[CH:27][C:26]([Cl:25])=[CH:41][CH:40]=4)([OH:39])[C:32]([CH3:38])([CH3:37])[CH2:33]3)[CH:7]=[N:8][C:4]=2[CH:3]=1.